This data is from Catalyst prediction with 721,799 reactions and 888 catalyst types from USPTO. The task is: Predict which catalyst facilitates the given reaction. Product: [Cl:1][C:2]1[C:3]([O:17][CH2:16][C:15]([F:19])([F:18])[F:14])=[N:4][CH:5]=[C:6]([CH:12]=1)[C:7]([O:9][CH2:10][CH3:11])=[O:8]. The catalyst class is: 1. Reactant: [Cl:1][C:2]1[C:3](Cl)=[N:4][CH:5]=[C:6]([CH:12]=1)[C:7]([O:9][CH2:10][CH3:11])=[O:8].[F:14][C:15]([F:19])([F:18])[CH2:16][OH:17].C[Si]([N-][Si](C)(C)C)(C)C.[Na+].